From a dataset of Reaction yield outcomes from USPTO patents with 853,638 reactions. Predict the reaction yield, written as a fraction of the theoretical maximum amount of product (1.0 means a 100% yield; for example, 0.34 means a 34% yield). (1) The reactants are C1OCOC1.[ClH:6].[CH3:7][O:8][CH2:9][CH2:10][O:11][C:12]1[CH:17]=[C:16]2[C:18]([NH:22][C:23]3[CH:28]=[C:27]([C:29]#[CH:30])[CH:26]=[CH:25][CH:24]=3)=[N:19][CH:20]=[N:21][C:15]2=[CH:14][C:13]=1[O:31][CH2:32][CH2:33][O:34][CH3:35]. No catalyst specified. The product is [CH3:7][O:8][CH2:9][CH2:10][O:11][C:12]1[CH:17]=[C:16]2[C:18]([NH:22][C:23]3[CH:24]=[CH:25][CH:26]=[C:27]([C:29]#[CH:30])[CH:28]=3)=[N:19][CH:20]=[N:21][C:15]2=[CH:14][C:13]=1[O:31][CH2:32][CH2:33][O:34][CH3:35].[ClH:6]. The yield is 0.950. (2) The reactants are [Cl:1][C:2]1[CH:3]=[C:4]([NH:8][C:9]([CH:11]2[CH2:16][NH:15][CH2:14][CH2:13][N:12]2[C:17]2[C:18]3[N:26]=[C:25](Cl)[CH:24]=[CH:23][C:19]=3[N:20]=[CH:21][N:22]=2)=[O:10])[CH:5]=[CH:6][CH:7]=1.[CH3:28][O:29][C:30]1[CH:35]=[C:34](B2OC(C)(C)C(C)(C)O2)[CH:33]=[CH:32][C:31]=1[OH:45].C(=O)([O-])[O-].[K+].[K+]. The catalyst is O1CCOCC1.O.C1C=CC([P]([Pd]([P](C2C=CC=CC=2)(C2C=CC=CC=2)C2C=CC=CC=2)([P](C2C=CC=CC=2)(C2C=CC=CC=2)C2C=CC=CC=2)[P](C2C=CC=CC=2)(C2C=CC=CC=2)C2C=CC=CC=2)(C2C=CC=CC=2)C2C=CC=CC=2)=CC=1. The product is [Cl:1][C:2]1[CH:3]=[C:4]([NH:8][C:9]([CH:11]2[CH2:16][NH:15][CH2:14][CH2:13][N:12]2[C:17]2[C:18]3[N:26]=[C:25]([C:34]4[CH:33]=[CH:32][C:31]([OH:45])=[C:30]([O:29][CH3:28])[CH:35]=4)[CH:24]=[CH:23][C:19]=3[N:20]=[CH:21][N:22]=2)=[O:10])[CH:5]=[CH:6][CH:7]=1. The yield is 0.540.